Dataset: Full USPTO retrosynthesis dataset with 1.9M reactions from patents (1976-2016). Task: Predict the reactants needed to synthesize the given product. (1) Given the product [C:30]([O:13][C:10]1[C:9]2[C:4](=[CH:5][CH:6]=[C:7]([O:18][C:19]3[CH:24]=[CH:23][C:22]([O:25][C:26]([F:28])([F:29])[F:27])=[CH:21][CH:20]=3)[C:8]=2[C:14]([F:17])([F:16])[F:15])[N:3]=[C:2]([CH3:1])[C:11]=1[CH3:12])(=[O:32])[CH3:31], predict the reactants needed to synthesize it. The reactants are: [CH3:1][C:2]1[C:11]([CH3:12])=[C:10]([OH:13])[C:9]2[C:4](=[CH:5][CH:6]=[C:7]([O:18][C:19]3[CH:24]=[CH:23][C:22]([O:25][C:26]([F:29])([F:28])[F:27])=[CH:21][CH:20]=3)[C:8]=2[C:14]([F:17])([F:16])[F:15])[N:3]=1.[C:30](OC(=O)C)(=[O:32])[CH3:31]. (2) Given the product [Br:24][C:25]1[CH:30]=[CH:29][C:28]([F:31])=[CH:27][C:26]=1[O:12][CH:10]1[CH2:11][N:8]([C:1]([O:3][C:4]([CH3:7])([CH3:6])[CH3:5])=[O:2])[CH2:9]1, predict the reactants needed to synthesize it. The reactants are: [C:1]([N:8]1[CH2:11][CH:10]([OH:12])[CH2:9]1)([O:3][C:4]([CH3:7])([CH3:6])[CH3:5])=[O:2].CC(C)([O-])C.[K+].C1COCC1.[Br:24][C:25]1[CH:30]=[CH:29][C:28]([F:31])=[CH:27][C:26]=1F. (3) Given the product [CH3:6][O:7][C:8]1[N:13]=[C:12]([C:14]2[CH:15]=[CH:16][C:17]([CH:20]([CH3:22])[CH3:21])=[CH:18][CH:19]=2)[C:11]([N:23]2[CH2:24][CH2:25][C:26](=[O:29])[CH:27]([C:31]3[CH:36]=[CH:35][C:34]([O:37][CH3:38])=[CH:33][CH:32]=3)[CH2:28]2)=[CH:10][CH:9]=1, predict the reactants needed to synthesize it. The reactants are: C1COCC1.[CH3:6][O:7][C:8]1[N:13]=[C:12]([C:14]2[CH:19]=[CH:18][C:17]([CH:20]([CH3:22])[CH3:21])=[CH:16][CH:15]=2)[C:11]([N:23]2[CH2:28][CH2:27][C:26](=[O:29])[CH2:25][CH2:24]2)=[CH:10][CH:9]=1.Br[C:31]1[CH:36]=[CH:35][C:34]([O:37][CH3:38])=[CH:33][CH:32]=1.CC(C)([O-])C.[Na+].